From a dataset of Peptide-MHC class II binding affinity with 134,281 pairs from IEDB. Regression. Given a peptide amino acid sequence and an MHC pseudo amino acid sequence, predict their binding affinity value. This is MHC class II binding data. The peptide sequence is KDKWIELKESWGAIW. The MHC is HLA-DPA10103-DPB10301 with pseudo-sequence HLA-DPA10103-DPB10301. The binding affinity (normalized) is 0.